Dataset: Forward reaction prediction with 1.9M reactions from USPTO patents (1976-2016). Task: Predict the product of the given reaction. (1) Given the reactants Cl.[Br:2][C:3]1[C:4](Cl)=[C:5]2[N:11]=[C:10]([C:12]3[CH:21]=[CH:20][C:15]([C:16]([O:18][CH3:19])=[O:17])=[CH:14][CH:13]=3)[NH:9][C:6]2=[N:7][CH:8]=1.[I-:23].[Na+].[O-]S([O-])(=S)=O.[Na+].[Na+], predict the reaction product. The product is: [Br:2][C:3]1[C:4]([I:23])=[C:5]2[N:11]=[C:10]([C:12]3[CH:21]=[CH:20][C:15]([C:16]([O:18][CH3:19])=[O:17])=[CH:14][CH:13]=3)[NH:9][C:6]2=[N:7][CH:8]=1. (2) The product is: [C:6]([C:5]1[CH:8]=[CH:9][C:2]([NH:22][C@@H:23]2[CH2:28][CH2:27][C@H:26]([NH:29][C:30](=[O:36])[O:31][C:32]([CH3:34])([CH3:33])[CH3:35])[CH2:25][CH2:24]2)=[CH:3][C:4]=1[F:10])#[N:7]. Given the reactants Br[C:2]1[CH:9]=[CH:8][C:5]([C:6]#[N:7])=[C:4]([F:10])[CH:3]=1.BrC1C=CC(C#N)=C(OC)C=1.[NH2:22][C@@H:23]1[CH2:28][CH2:27][C@H:26]([NH:29][C:30](=[O:36])[O:31][C:32]([CH3:35])([CH3:34])[CH3:33])[CH2:25][CH2:24]1, predict the reaction product. (3) Given the reactants C[O:2][C:3](=[O:17])[CH2:4][C:5]1[C:13](C([O-])=O)=[C:8]2[CH2:9][CH2:10][CH2:11][CH2:12][N:7]2[N:6]=1.[ClH:18], predict the reaction product. The product is: [ClH:18].[N:6]1[N:7]2[CH2:12][CH2:11][CH2:10][CH2:9][C:8]2=[CH:13][C:5]=1[CH2:4][C:3]([OH:17])=[O:2]. (4) The product is: [CH2:30]([C:34]1[CH:39]=[CH:38][C:37]([S:40]([N:19]2[CH2:18][CH2:17][C:16]3[C:21](=[CH:22][C:13]([O:12][CH2:11][CH2:10][CH2:9][N:3]4[CH2:8][CH2:7][CH2:6][CH2:5][CH2:4]4)=[CH:14][CH:15]=3)[CH2:20]2)(=[O:42])=[O:41])=[CH:36][CH:35]=1)[CH2:31][CH2:32][CH3:33]. Given the reactants Cl.Cl.[N:3]1([CH2:9][CH2:10][CH2:11][O:12][C:13]2[CH:22]=[C:21]3[C:16]([CH2:17][CH2:18][NH:19][CH2:20]3)=[CH:15][CH:14]=2)[CH2:8][CH2:7][CH2:6][CH2:5][CH2:4]1.CCN(CC)CC.[CH2:30]([C:34]1[CH:39]=[CH:38][C:37]([S:40](Cl)(=[O:42])=[O:41])=[CH:36][CH:35]=1)[CH2:31][CH2:32][CH3:33], predict the reaction product. (5) Given the reactants [CH2:1]([O:3][C:4]([C:6]([CH3:22])([O:8][C:9]1[CH:14]=[CH:13][C:12]([CH:15]([CH3:20])[CH2:16][C:17]([OH:19])=O)=[CH:11][C:10]=1[CH3:21])[CH3:7])=[O:5])[CH3:2].[CH:23]1([C:26]2[C:31]([NH2:32])=[CH:30][N:29]=[C:28]([C:33]3[CH:38]=[CH:37][C:36]([C:39]([F:42])([F:41])[F:40])=[CH:35][CH:34]=3)[N:27]=2)[CH2:25][CH2:24]1.C1(C2C(C(O)=O)=CN=C(C3C=CC(C(F)(F)F)=CC=3)N=2)CC1, predict the reaction product. The product is: [CH2:1]([O:3][C:4](=[O:5])[C:6]([O:8][C:9]1[CH:14]=[CH:13][C:12]([CH:15]([CH3:20])[CH2:16][C:17](=[O:19])[NH:32][C:31]2[C:26]([CH:23]3[CH2:24][CH2:25]3)=[N:27][C:28]([C:33]3[CH:34]=[CH:35][C:36]([C:39]([F:42])([F:41])[F:40])=[CH:37][CH:38]=3)=[N:29][CH:30]=2)=[CH:11][C:10]=1[CH3:21])([CH3:7])[CH3:22])[CH3:2]. (6) The product is: [Br:11][C:12]1[CH:17]=[CH:16][C:15]([C:18]2([C:19]#[N:20])[CH2:21][CH:23]2[CH2:24][OH:25])=[CH:14][CH:13]=1. Given the reactants C[Si]([N-][Si](C)(C)C)(C)C.[Na+].[Br:11][C:12]1[CH:17]=[CH:16][C:15]([CH2:18][C:19]#[N:20])=[CH:14][CH:13]=1.[CH2:21]([CH:23]1[O:25][CH2:24]1)Cl, predict the reaction product. (7) Given the reactants [Si:1]([O:8][C:9]1[CH:10]=[C:11]([CH:14]=[CH:15][C:16]=1[O:17][CH3:18])[CH:12]=O)([C:4]([CH3:7])([CH3:6])[CH3:5])([CH3:3])[CH3:2].Cl.[NH2:20][C:21]([CH3:28])([CH3:27])[C:22]([O:24][CH2:25][CH3:26])=[O:23], predict the reaction product. The product is: [Si:1]([O:8][C:9]1[CH:10]=[C:11]([CH:14]=[CH:15][C:16]=1[O:17][CH3:18])[CH2:12][NH:20][C:21]([CH3:28])([CH3:27])[C:22]([O:24][CH2:25][CH3:26])=[O:23])([C:4]([CH3:7])([CH3:6])[CH3:5])([CH3:3])[CH3:2]. (8) Given the reactants [F:1][C:2]1[C:3]([NH2:9])=[N:4][CH:5]=[C:6]([F:8])[CH:7]=1.Br[CH2:11][C:12](=O)[CH2:13][CH2:14][C:15]#[C:16][Si:17]([CH3:20])([CH3:19])[CH3:18], predict the reaction product. The product is: [F:8][C:6]1[CH:7]=[C:2]([F:1])[C:3]2[N:4]([CH:11]=[C:12]([CH2:13][CH2:14][C:15]#[C:16][Si:17]([CH3:20])([CH3:19])[CH3:18])[N:9]=2)[CH:5]=1.